Dataset: NCI-60 drug combinations with 297,098 pairs across 59 cell lines. Task: Regression. Given two drug SMILES strings and cell line genomic features, predict the synergy score measuring deviation from expected non-interaction effect. Drug 1: C1CCC(C1)C(CC#N)N2C=C(C=N2)C3=C4C=CNC4=NC=N3. Drug 2: CC1=C(C=C(C=C1)C(=O)NC2=CC(=CC(=C2)C(F)(F)F)N3C=C(N=C3)C)NC4=NC=CC(=N4)C5=CN=CC=C5. Cell line: K-562. Synergy scores: CSS=81.5, Synergy_ZIP=9.92, Synergy_Bliss=9.77, Synergy_Loewe=-14.0, Synergy_HSA=10.4.